From a dataset of Reaction yield outcomes from USPTO patents with 853,638 reactions. Predict the reaction yield, written as a fraction of the theoretical maximum amount of product (1.0 means a 100% yield; for example, 0.34 means a 34% yield). (1) The catalyst is O. The reactants are Cl.[C:2](Cl)(=[O:9])[C:3]1[CH:8]=[CH:7][N:6]=[CH:5][CH:4]=1.C(N(CC)CC)C.ClCCl.[F:21][C:22]([F:31])([F:30])[C:23]1[CH:24]=[C:25]([CH:27]=[CH:28][CH:29]=1)[NH2:26]. The yield is 0.483. The product is [F:21][C:22]([F:30])([F:31])[C:23]1[CH:24]=[C:25]([NH:26][C:2](=[O:9])[C:3]2[CH:8]=[CH:7][N:6]=[CH:5][CH:4]=2)[CH:27]=[CH:28][CH:29]=1. (2) The reactants are [NH2:1][C:2]([C:4]1([CH:17]([CH3:19])[CH3:18])[CH2:9][CH2:8][N:7]([C:10]([O:12][C:13]([CH3:16])([CH3:15])[CH3:14])=[O:11])[CH2:6][CH2:5]1)=O.N1C(Cl)=NC(Cl)=NC=1Cl. The catalyst is CN(C)C=O.O.C(OCC)(=O)C. The product is [C:2]([C:4]1([CH:17]([CH3:19])[CH3:18])[CH2:9][CH2:8][N:7]([C:10]([O:12][C:13]([CH3:15])([CH3:14])[CH3:16])=[O:11])[CH2:6][CH2:5]1)#[N:1]. The yield is 1.00.